This data is from Reaction yield outcomes from USPTO patents with 853,638 reactions. The task is: Predict the reaction yield, written as a fraction of the theoretical maximum amount of product (1.0 means a 100% yield; for example, 0.34 means a 34% yield). (1) The reactants are Br[C:2]1[CH:7]=[CH:6][C:5]([C:8]2[CH:13]=[CH:12][C:11]([O:14][CH2:15][CH2:16][CH2:17][CH2:18][CH2:19][CH2:20][CH2:21][CH3:22])=[CH:10][CH:9]=2)=[CH:4][CH:3]=1.[B:23](OC)([O:26]C)[O:24]C.Cl. The catalyst is CCCCCC.C1COCC1. The product is [CH2:15]([O:14][C:11]1[CH:12]=[CH:13][C:8]([C:5]2[CH:6]=[CH:7][C:2]([B:23]([OH:26])[OH:24])=[CH:3][CH:4]=2)=[CH:9][CH:10]=1)[CH2:16][CH2:17][CH2:18][CH2:19][CH2:20][CH2:21][CH3:22]. The yield is 0.730. (2) The reactants are [OH:1][C:2]1[S:3][C:4]2[CH:10]=[CH:9][CH:8]=[CH:7][C:5]=2[N:6]=1.C(=O)([O-])[O-].[K+].[K+].Br[CH2:18][CH2:19][CH2:20][Cl:21]. The catalyst is CN(C)C=O.C(OCC)(=O)C. The product is [Cl:21][CH2:20][CH2:19][CH2:18][N:6]1[C:5]2[CH:7]=[CH:8][CH:9]=[CH:10][C:4]=2[S:3][C:2]1=[O:1]. The yield is 0.950. (3) The reactants are [Cl:1][C:2]1[C:10]2[C:5](=[CH:6][CH:7]=[C:8]([CH2:11]O)[CH:9]=2)[N:4]([C:13]([O:15][C:16]([CH3:19])([CH3:18])[CH3:17])=[O:14])[CH:3]=1.CCN(CC)CC.CS([Cl:31])(=O)=O. The catalyst is C(Cl)Cl. The product is [Cl:1][C:2]1[C:10]2[C:5](=[CH:6][CH:7]=[C:8]([CH2:11][Cl:31])[CH:9]=2)[N:4]([C:13]([O:15][C:16]([CH3:19])([CH3:18])[CH3:17])=[O:14])[CH:3]=1. The yield is 0.730. (4) The reactants are [C:1]([O:5][C:6](=[O:17])[NH:7][CH2:8][C:9]1[CH:14]=[C:13]([Cl:15])[CH:12]=[CH:11][C:10]=1[OH:16])([CH3:4])([CH3:3])[CH3:2].C([O-])([O-])=O.[K+].[K+].Br[CH2:25][C:26]([NH2:28])=[O:27]. The catalyst is CN(C=O)C. The product is [C:1]([O:5][C:6](=[O:17])[NH:7][CH2:8][C:9]1[CH:14]=[C:13]([Cl:15])[CH:12]=[CH:11][C:10]=1[O:16][CH2:25][C:26](=[O:27])[NH2:28])([CH3:4])([CH3:2])[CH3:3]. The yield is 0.900. (5) The reactants are [Cl:1][C:2]1[CH:10]=[C:6]([C:7]([OH:9])=O)[C:5]([OH:11])=[CH:4][CH:3]=1.[NH2:12][C:13]1[S:14][C:15]([C:22](=[O:27])[C:23]([CH3:26])([CH3:25])[CH3:24])=[C:16]([C:18]([CH3:21])([CH3:20])[CH3:19])[N:17]=1.P(Cl)(Cl)Cl. The catalyst is ClC1C=CC=CC=1. The product is [Cl:1][C:2]1[CH:3]=[CH:4][C:5]([OH:11])=[C:6]([CH:10]=1)[C:7]([NH:12][C:13]1[S:14][C:15]([C:22](=[O:27])[C:23]([CH3:26])([CH3:25])[CH3:24])=[C:16]([C:18]([CH3:20])([CH3:21])[CH3:19])[N:17]=1)=[O:9]. The yield is 0.484.